From a dataset of Experimentally validated miRNA-target interactions with 360,000+ pairs, plus equal number of negative samples. Binary Classification. Given a miRNA mature sequence and a target amino acid sequence, predict their likelihood of interaction. (1) The miRNA is mmu-miR-669o-3p with sequence ACAUAACAUACACACACACGUAU. The protein sequence of the target gene is MAGASVKVAVRVRPFNARETSQDAKCVVSMQGNTTSIINPKQSKDAPKSFTFDYSYWSHTSVEDPQFASQQQVYRDIGEEMLLHAFEGYNVCIFAYGQTGAGKSYTMMGRQEPGQQGIVPQLCEDLFSRVNVNQSAQLSYSVEVSYMEIYCERVRDLLNPKSRGSLRVREHPILGPYVQDLSKLAVTSYADIADLMDCGNKARTVAATNMNETSSRSHAVFTIVFTQRSHDQLTGLDSEKVSKISLVDLAGSERADSSGARGMRLKEGANINKSLTTLGKVISALADLQSKKRKSDFIPY.... Result: 0 (no interaction). (2) The miRNA is hsa-miR-1207-5p with sequence UGGCAGGGAGGCUGGGAGGGG. The protein sequence of the target gene is MANNDAVLKRLEQKGAEADQIIEYLKQQVSLLKEKAILQATLREEKKLRVENAKLKKEIEELKQELIQAEIQNGVKQIPFPSGTPLHANSMVSENVIQSTAVTTVSSGTKEQIKGGTGDEKKAKEKIEKKGEKKEKKQQSIAGSADSKPIDVSRLDLRIGCIITARKHPDADSLYVEEVDVGEIAPRTVVSGLVNHVPLEQMQNRMVILLCNLKPAKMRGVLSQAMVMCASSPEKIEILAPPNGSVPGDRITFDAFPGEPDKELNPKKKIWEQIQPDLHTNDECVATYKGVPFEVKGKGV.... Result: 0 (no interaction). (3) The miRNA is hsa-miR-296-5p with sequence AGGGCCCCCCCUCAAUCCUGU. The protein sequence of the target gene is MKPALLPWALLLLATALGPGPGPTADAQESCSMRCGALDGPCSCHPTCSGLGTCCLDFRDFCLEILPYSGSMMGGKDFVVRHFKMSSPTDASVICRFKDSIQTLGHVDSSGQVHCVSPLLYESGRIPFTVSLDNGHSFPRAGTWLAVHPNKVSMMEKSELVNETRWQYYGTANTSGNLSLTWHVKSLPTQTITIELWGYEETGMPYSQEWTAKWSYLYPLATHIPNSGSFTFTPKPAPPSYQRWRVGALRIIDSKNYAGQKDVQALWTNDHALAWHLSDDFREDPVAWARTQCQAWEELE.... Result: 1 (interaction). (4) The miRNA is hsa-miR-5590-3p with sequence AAUAAAGUUCAUGUAUGGCAA. The protein sequence of the target gene is MKKAEMGRFSISPDEDSSSYSSNSDFNYSYPTKQAALKSHYADVDPENQNFLLESNLGKKKYETEFHPGTTSFGMSVFNLSNAIVGSGILGLSYAMANTGIALFIILLTFVSIFSLYSVHLLLKTANEGGSLLYEQLGYKAFGLVGKLAASGSITMQNIGAMSSYLFIVKYELPLVIQALTNIEDKTGLWYLNGNYLVLLVSLVVILPLSLFRNLGYLGYTSGLSLLCMVFFLIVVICKKFQVPCPVEAALIINETINTTLTQPTALVPALSHNVTENDSCRPHYFIFNSQTVYAVPILI.... Result: 1 (interaction).